This data is from Full USPTO retrosynthesis dataset with 1.9M reactions from patents (1976-2016). The task is: Predict the reactants needed to synthesize the given product. (1) Given the product [C:22]1([NH:21][C:2]2[C:3](=[O:20])[N:4]([C:14]3[CH:19]=[CH:18][CH:17]=[CH:16][CH:15]=3)[CH:5]=[C:6]([C:8]3[CH:13]=[CH:12][CH:11]=[CH:10][N:9]=3)[CH:7]=2)[CH:27]=[CH:26][CH:25]=[CH:24][CH:23]=1, predict the reactants needed to synthesize it. The reactants are: Br[C:2]1[C:3](=[O:20])[N:4]([C:14]2[CH:19]=[CH:18][CH:17]=[CH:16][CH:15]=2)[CH:5]=[C:6]([C:8]2[CH:13]=[CH:12][CH:11]=[CH:10][N:9]=2)[CH:7]=1.[NH2:21][C:22]1[CH:27]=[CH:26][CH:25]=[CH:24][CH:23]=1.CC(C)([O-])C.[Na+]. (2) Given the product [Cl:8][C:7]1[C:2]([Cl:1])=[C:3]([C:19]2[S:23][C:22]([C:24]3[O:25][C:26]([CH2:29][C:30]([OH:33])([CH3:31])[CH3:32])=[N:27][N:28]=3)=[N:21][C:20]=2[C:34]([N:42]2[CH2:43][CH2:44][C:39]([F:45])([F:38])[CH2:40][CH2:41]2)=[O:35])[CH:4]=[CH:5][C:6]=1[S:9]([NH:10][C@@H:11]([CH3:16])[C:12]([F:13])([F:15])[F:14])(=[O:17])=[O:18], predict the reactants needed to synthesize it. The reactants are: [Cl:1][C:2]1[C:7]([Cl:8])=[C:6]([S:9](=[O:18])(=[O:17])[NH:10][C@@H:11]([CH3:16])[C:12]([F:15])([F:14])[F:13])[CH:5]=[CH:4][C:3]=1[C:19]1[S:23][C:22]([C:24]2[O:25][C:26]([CH2:29][C:30]([OH:33])([CH3:32])[CH3:31])=[N:27][N:28]=2)=[N:21][C:20]=1[C:34](O)=[O:35].Cl.[F:38][C:39]1([F:45])[CH2:44][CH2:43][NH:42][CH2:41][CH2:40]1.CN(C(ON1N=NC2C=CC=NC1=2)=[N+](C)C)C.F[P-](F)(F)(F)(F)F.CC#N. (3) Given the product [CH3:30][C:31]1[C:35]([CH2:36][C:37]([NH:1][C:2]2[CH:3]=[CH:4][C:5]([C:8](=[O:29])[CH2:9][N:10]3[C:14](=[O:15])[C:13]([C:22]4[CH:23]=[CH:24][CH:25]=[CH:26][CH:27]=4)([C:16]4[CH:21]=[CH:20][CH:19]=[CH:18][CH:17]=4)[N:12]=[C:11]3[CH3:28])=[CH:6][CH:7]=2)=[O:38])=[C:34]([CH3:40])[O:33][N:32]=1, predict the reactants needed to synthesize it. The reactants are: [NH2:1][C:2]1[CH:7]=[CH:6][C:5]([C:8](=[O:29])[CH2:9][N:10]2[C:14](=[O:15])[C:13]([C:22]3[CH:27]=[CH:26][CH:25]=[CH:24][CH:23]=3)([C:16]3[CH:21]=[CH:20][CH:19]=[CH:18][CH:17]=3)[N:12]=[C:11]2[CH3:28])=[CH:4][CH:3]=1.[CH3:30][C:31]1[C:35]([CH2:36][C:37](Cl)=[O:38])=[C:34]([CH3:40])[O:33][N:32]=1. (4) Given the product [Cl:1][C:2]1[C:7]([C:8]([NH:47][CH2:48][C:49]2[CH:54]=[CH:53][N:52]=[CH:51][CH:50]=2)=[O:10])=[CH:6][N:5]=[C:4]2[N:11]([CH2:14][CH3:15])[N:12]=[CH:13][C:3]=12, predict the reactants needed to synthesize it. The reactants are: [Cl:1][C:2]1[C:7]([C:8]([OH:10])=O)=[CH:6][N:5]=[C:4]2[N:11]([CH2:14][CH3:15])[N:12]=[CH:13][C:3]=12.C(NC(C1C(Cl)=C2C=NN(CC)C2=NC=1)=O)C1C=CC=CC=1.C(N(C(C)C)CC)(C)C.[NH2:47][CH2:48][C:49]1[CH:54]=[CH:53][N:52]=[CH:51][CH:50]=1. (5) Given the product [ClH:1].[OH:2][C@H:3]([C:24]1[CH:33]=[CH:32][C:27]2[C:28](=[O:31])[O:29][CH2:30][C:26]=2[C:25]=1[CH3:34])[CH2:4][N:5]1[CH2:6][CH2:7][C:22]2([CH2:8][CH2:12][N:11]([C:13]3[CH:42]=[N:41][C:40]([S:37]([CH3:36])(=[O:39])=[O:38])=[CH:45][N:17]=3)[CH2:10][CH2:9]2)[CH2:23]1, predict the reactants needed to synthesize it. The reactants are: [ClH:1].[OH:2][C@H:3]([C:24]1[CH:33]=[CH:32][C:27]2[C:28](=[O:31])[O:29][CH2:30][C:26]=2[C:25]=1[CH3:34])[CH2:4][N:5]1[CH2:23][CH2:22][C:8]2([CH2:12][N:11]([C:13]3SC(S(C)(=O)=O)=N[N:17]=3)[CH2:10][CH2:9]2)[CH2:7][CH2:6]1.Cl.[CH3:36][S:37]([C:40]1[N:41]=[CH:42]C(N2CCC3(CNCC3)CC2)=N[CH:45]=1)(=[O:39])=[O:38].CC1C([C@@H]2CO2)=CC=C2C=1COC2=O. (6) Given the product [CH3:1][C:2]1[O:6][C:5]([C:7]2[CH:16]=[CH:15][C:14]3[C:9](=[CH:10][CH:11]=[CH:12][CH:13]=3)[CH:8]=2)=[N:4][C:3]=1[CH2:17][O:18][C:19]1[CH:20]=[CH:21][C:22]([CH2:23][O:24][C:25]2[C:30]([CH2:31][C:32]([OH:42])=[O:36])=[CH:29][CH:28]=[CH:27][N:26]=2)=[CH:34][CH:35]=1, predict the reactants needed to synthesize it. The reactants are: [CH3:1][C:2]1[O:6][C:5]([C:7]2[CH:16]=[CH:15][C:14]3[C:9](=[CH:10][CH:11]=[CH:12][CH:13]=3)[CH:8]=2)=[N:4][C:3]=1[CH2:17][O:18][C:19]1[CH:35]=[CH:34][C:22]([CH2:23][O:24][C:25]2[C:30]([CH2:31][C:32]#N)=[CH:29][CH:28]=[CH:27][N:26]=2)=[CH:21][CH:20]=1.[OH-:36].[Na+].C(O)C.Cl.[OH2:42]. (7) Given the product [C:32]([N:15]1[CH2:16][CH2:17][C@H:13]([O:12][C:9]2[C:10]3[C:5](=[CH:4][CH:3]=[C:2]([F:1])[CH:11]=3)[CH:6]=[C:7]([C:18]3[NH:22][C:21](=[O:23])[NH:20][N:19]=3)[N:8]=2)[CH2:14]1)(=[O:35])[CH:33]=[CH2:34], predict the reactants needed to synthesize it. The reactants are: [F:1][C:2]1[CH:11]=[C:10]2[C:5]([CH:6]=[C:7]([C:18]3[NH:22][C:21](=[O:23])[NH:20][N:19]=3)[N:8]=[C:9]2[O:12][C@H:13]2[CH2:17][CH2:16][NH:15][CH2:14]2)=[CH:4][CH:3]=1.CC1C=CC=C(C)N=1.[C:32](Cl)(=[O:35])[CH:33]=[CH2:34]. (8) The reactants are: Br[C:2]1[CH:3]=[C:4]([C:8]2[CH2:12][C:11]([C:17]3[CH:22]=[C:21]([Cl:23])[CH:20]=[C:19]([Cl:24])[CH:18]=3)([C:13]([F:16])([F:15])[F:14])[O:10][N:9]=2)[S:5][C:6]=1[CH3:7].O.C(OCC)(=O)C.[CH3:32][N:33](C=O)C. Given the product [Cl:24][C:19]1[CH:18]=[C:17]([C:11]2([C:13]([F:16])([F:15])[F:14])[O:10][N:9]=[C:8]([C:4]3[S:5][C:6]([CH3:7])=[C:2]([C:32]#[N:33])[CH:3]=3)[CH2:12]2)[CH:22]=[C:21]([Cl:23])[CH:20]=1, predict the reactants needed to synthesize it. (9) Given the product [Br:1][C:2]1[CH:10]=[CH:9][C:5]([CH2:6][OH:7])=[C:4]([CH3:11])[CH:3]=1, predict the reactants needed to synthesize it. The reactants are: [Br:1][C:2]1[CH:10]=[CH:9][C:5]([C:6](O)=[O:7])=[C:4]([CH3:11])[CH:3]=1.S(C)C.